From a dataset of Forward reaction prediction with 1.9M reactions from USPTO patents (1976-2016). Predict the product of the given reaction. (1) The product is: [ClH:24].[F:1][C:2]1[CH:7]=[CH:6][C:5]([S:8]([C:11]2[CH:12]=[CH:13][C:14]3[O:23][C:22]4[CH2:21][CH2:20][NH:19][CH2:18][C:17]=4[C:15]=3[CH:16]=2)(=[O:9])=[O:10])=[CH:4][CH:3]=1. Given the reactants [F:1][C:2]1[CH:7]=[CH:6][C:5]([S:8]([C:11]2[CH:12]=[CH:13][C:14]3[O:23][C:22]4[CH2:21][CH2:20][NH:19][CH2:18][C:17]=4[C:15]=3[CH:16]=2)(=[O:10])=[O:9])=[CH:4][CH:3]=1.[ClH:24], predict the reaction product. (2) The product is: [CH2:1]([O:8][C:9]([CH:11]([CH2:25][CH2:26][C:27]([O:29][CH2:30][C:31]1[CH:32]=[CH:33][CH:34]=[CH:35][CH:36]=1)=[O:28])[CH2:12][P:13]([CH2:16][C:17]1[CH:4]=[CH:3][C:2]([CH3:7])=[CH:1][CH:18]=1)(=[O:15])[O:14][CH2:44][C:45]1[CH:46]=[CH:47][CH:48]=[CH:49][CH:50]=1)=[O:10])[C:2]1[CH:3]=[CH:4][CH:5]=[CH:6][CH:7]=1. Given the reactants [CH2:1]([O:8][C:9]([CH:11]([CH2:25][CH2:26][C:27]([O:29][CH2:30][C:31]1[CH:36]=[CH:35][CH:34]=[CH:33][CH:32]=1)=[O:28])[CH2:12][P:13]([CH2:16][CH2:17][CH2:18]C1C=CC=CC=1)(=[O:15])[OH:14])=[O:10])[C:2]1[CH:7]=[CH:6][CH:5]=[CH:4][CH:3]=1.[H-].[Na+].C=C(CCC(O[CH2:44][C:45]1[CH:50]=[CH:49][CH:48]=[CH:47][CH:46]=1)=O)C(O[CH2:44][C:45]1[CH:50]=[CH:49][CH:48]=[CH:47][CH:46]=1)=O.Cl, predict the reaction product. (3) Given the reactants [NH2:1][C:2]1[CH:7]=[CH:6][C:5]([F:8])=[CH:4][C:3]=1[C:9]1[CH2:14][CH2:13][CH:12]([CH2:15][NH:16][C:17](=[O:23])[O:18][C:19]([CH3:22])([CH3:21])[CH3:20])[CH2:11][CH:10]=1.[CH3:24][Si:25]([CH3:44])([CH3:43])[CH2:26][CH2:27][O:28][CH2:29][N:30]1[CH:34]=[C:33]([C:35]2[S:36][CH:37]=[C:38]([C:40](O)=[O:41])[N:39]=2)[CH:32]=[N:31]1.CN(C(ON1N=NC2C=CC=NC1=2)=[N+](C)C)C.F[P-](F)(F)(F)(F)F.CCN(C(C)C)C(C)C, predict the reaction product. The product is: [F:8][C:5]1[CH:6]=[CH:7][C:2]([NH:1][C:40]([C:38]2[N:39]=[C:35]([C:33]3[CH:32]=[N:31][N:30]([CH2:29][O:28][CH2:27][CH2:26][Si:25]([CH3:44])([CH3:43])[CH3:24])[CH:34]=3)[S:36][CH:37]=2)=[O:41])=[C:3]([C:9]2[CH2:14][CH2:13][CH:12]([CH2:15][NH:16][C:17](=[O:23])[O:18][C:19]([CH3:20])([CH3:22])[CH3:21])[CH2:11][CH:10]=2)[CH:4]=1. (4) Given the reactants [OH-].[Li+].[Cl:3][C:4]1[CH:9]=[C:8]([Cl:10])[CH:7]=[CH:6][C:5]=1[S:11]([N:14]1[CH2:19][CH2:18][NH:17][C:16](=[O:20])[CH:15]1[CH2:21][C:22]([O:24]CC)=[O:23])(=[O:13])=[O:12], predict the reaction product. The product is: [Cl:3][C:4]1[CH:9]=[C:8]([Cl:10])[CH:7]=[CH:6][C:5]=1[S:11]([N:14]1[CH2:19][CH2:18][NH:17][C:16](=[O:20])[CH:15]1[CH2:21][C:22]([OH:24])=[O:23])(=[O:13])=[O:12]. (5) Given the reactants [CH3:1][O:2][C:3]1[CH:8]=[CH:7][CH:6]=[C:5]([O:9][CH3:10])[C:4]=1[CH:11]1[NH:16][C:15](=[O:17])[CH2:14][CH2:13][CH2:12]1.Br[CH2:19][C:20]1[S:24][C:23]2[CH:25]=[CH:26][CH:27]=[CH:28][C:22]=2[CH:21]=1, predict the reaction product. The product is: [S:24]1[C:20]([CH2:19][N:16]2[CH:11]([C:4]3[C:5]([O:9][CH3:10])=[CH:6][CH:7]=[CH:8][C:3]=3[O:2][CH3:1])[CH2:12][CH2:13][CH2:14][C:15]2=[O:17])=[CH:21][C:22]2[CH:28]=[CH:27][CH:26]=[CH:25][C:23]1=2. (6) Given the reactants [C:1]([CH:5]1[N:14]2[C:9](=[CH:10][C:11](=[O:20])[C:12]([C:15]([O:17][CH2:18][CH3:19])=[O:16])=[CH:13]2)[C:8]2[CH:21]=[C:22]([O:26][CH3:27])[C:23]([OH:25])=[CH:24][C:7]=2[CH2:6]1)([CH3:4])([CH3:3])[CH3:2].C(=O)([O-])[O-].[K+].[K+].CC1C=CC(S([O:44][CH2:45][C:46]([F:50])([F:49])[CH2:47]O)(=O)=O)=CC=1.O, predict the reaction product. The product is: [C:1]([CH:5]1[N:14]2[C:9](=[CH:10][C:11](=[O:20])[C:12]([C:15]([O:17][CH2:18][CH3:19])=[O:16])=[CH:13]2)[C:8]2[CH:21]=[C:22]([O:26][CH3:27])[C:23]([O:25][CH2:47][C:46]([F:50])([F:49])[CH2:45][OH:44])=[CH:24][C:7]=2[CH2:6]1)([CH3:2])([CH3:3])[CH3:4]. (7) Given the reactants [CH2:1]([O:3][C:4](=[O:23])[CH2:5][CH2:6][C:7]1[CH:12]=[CH:11][C:10]([O:13][C:14]2[CH:19]=[CH:18][C:17]([CH3:20])=[C:16]([OH:21])[CH:15]=2)=[CH:9][C:8]=1[CH3:22])[CH3:2].[Br:24][C:25]1[CH:26]=[C:27]([C:32]([F:35])([F:34])[F:33])[CH:28]=[CH:29][C:30]=1F.C(=O)([O-])[O-].[K+].[K+].Cl, predict the reaction product. The product is: [CH2:1]([O:3][C:4](=[O:23])[CH2:5][CH2:6][C:7]1[CH:12]=[CH:11][C:10]([O:13][C:14]2[CH:19]=[CH:18][C:17]([CH3:20])=[C:16]([O:21][C:30]3[CH:29]=[CH:28][C:27]([C:32]([F:35])([F:34])[F:33])=[CH:26][C:25]=3[Br:24])[CH:15]=2)=[CH:9][C:8]=1[CH3:22])[CH3:2]. (8) Given the reactants [CH3:1][N:2]([CH2:4][C:5]1[C:13]2[O:12][N:11]=[C:10]([CH2:14][CH2:15][CH:16]3[CH2:21][CH2:20][NH:19][CH2:18][CH2:17]3)[C:9]=2[CH:8]=[CH:7][C:6]=1[O:22][CH2:23][CH:24]1[CH2:26][CH2:25]1)[CH3:3].[CH3:27][O:28][C:29]1[N:34]=[CH:33][C:32]([CH:35]=O)=[CH:31][CH:30]=1, predict the reaction product. The product is: [CH3:1][N:2]([CH2:4][C:5]1[C:13]2[O:12][N:11]=[C:10]([CH2:14][CH2:15][CH:16]3[CH2:21][CH2:20][N:19]([CH2:35][C:32]4[CH:33]=[N:34][C:29]([O:28][CH3:27])=[CH:30][CH:31]=4)[CH2:18][CH2:17]3)[C:9]=2[CH:8]=[CH:7][C:6]=1[O:22][CH2:23][CH:24]1[CH2:25][CH2:26]1)[CH3:3].